From a dataset of Reaction yield outcomes from USPTO patents with 853,638 reactions. Predict the reaction yield, written as a fraction of the theoretical maximum amount of product (1.0 means a 100% yield; for example, 0.34 means a 34% yield). (1) The reactants are [F:1][C:2]1[CH:7]=[CH:6][C:5]([N:8]2[C@H:11]([C:12]3[CH:17]=[CH:16][C:15]([OH:18])=[CH:14][CH:13]=3)[C@@H:10]([CH2:19][CH2:20][C@@H:21]([C:23]3[CH:28]=[CH:27][C:26]([F:29])=[CH:25][CH:24]=3)[OH:22])[C:9]2=[O:30])=[CH:4][CH:3]=1.C(N(CC)CC)C.C1C=CC(N([S:45]([C:48]([F:51])([F:50])[F:49])(=[O:47])=[O:46])[S:45]([C:48]([F:51])([F:50])[F:49])(=[O:47])=[O:46])=CC=1.O. The catalyst is CN(C)C1C=CN=CC=1.C(Cl)Cl. The product is [F:49][C:48]([F:51])([F:50])[S:45]([O:18][C:15]1[CH:14]=[CH:13][C:12]([C@@H:11]2[C@@H:10]([CH2:19][CH2:20][C@@H:21]([C:23]3[CH:24]=[CH:25][C:26]([F:29])=[CH:27][CH:28]=3)[OH:22])[C:9](=[O:30])[N:8]2[C:5]2[CH:4]=[CH:3][C:2]([F:1])=[CH:7][CH:6]=2)=[CH:17][CH:16]=1)(=[O:47])=[O:46]. The yield is 0.960. (2) The reactants are [Br:1][C:2]1[C:7]([NH:8][S:9]([C:12]2[CH:17]=[CH:16][C:15]([Cl:18])=[C:14]([C:19]([F:22])([F:21])[F:20])[CH:13]=2)(=[O:11])=[O:10])=[CH:6][C:5]([CH3:23])=[CH:4][N:3]=1.[CH3:24][O:25][CH2:26]Cl.C([O-])([O-])=O.[K+].[K+]. The catalyst is C1COCC1. The product is [Br:1][C:2]1[C:7]([N:8]([CH2:24][O:25][CH3:26])[S:9]([C:12]2[CH:17]=[CH:16][C:15]([Cl:18])=[C:14]([C:19]([F:22])([F:21])[F:20])[CH:13]=2)(=[O:10])=[O:11])=[CH:6][C:5]([CH3:23])=[CH:4][N:3]=1. The yield is 0.840. (3) The reactants are [Cl:1][C:2]1[N:7]=[CH:6][C:5]([S:8]([N:11]2[C:15]([C:16]3[CH:21]=[CH:20][CH:19]=[CH:18][CH:17]=3)=[CH:14][C:13]([CH:22]=O)=[CH:12]2)(=[O:10])=[O:9])=[CH:4][C:3]=1[CH3:24].[CH3:25][NH2:26].[BH4-].[Na+].[C:29](=[O:32])([O-])[OH:30].[Na+]. The catalyst is O1CCCC1.CO.O. The product is [Cl:1][C:2]1[N:7]=[CH:6][C:5]([S:8]([N:11]2[C:15]([C:16]3[CH:21]=[CH:20][CH:19]=[CH:18][CH:17]=3)=[CH:14][C:13]([CH2:22][N:26]([CH3:25])[C:29](=[O:32])[O:30][C:3]([CH3:24])([CH3:4])[CH3:2])=[CH:12]2)(=[O:10])=[O:9])=[CH:4][C:3]=1[CH3:24]. The yield is 0.770. (4) The reactants are [OH:1][C:2]1[C:9]([CH3:10])=[CH:8][CH:7]=[CH:6][C:3]=1[CH:4]=[O:5].[N+:11]([O-])([OH:13])=[O:12]. No catalyst specified. The product is [OH:1][C:2]1[C:9]([CH3:10])=[CH:8][C:7]([N+:11]([O-:13])=[O:12])=[CH:6][C:3]=1[CH:4]=[O:5]. The yield is 0.307.